The task is: Predict the product of the given reaction.. This data is from Forward reaction prediction with 1.9M reactions from USPTO patents (1976-2016). (1) Given the reactants [NH:1]1[C:9]2[CH:8]=[CH:7][CH:6]=[C:5]([C:10]([OH:12])=[O:11])[C:4]=2[CH:3]=[CH:2]1.C([Li])CCC.CCCCCC.[CH2:24]([N:28]([CH2:32][CH2:33][CH2:34][CH3:35])[C:29](Cl)=[O:30])[CH2:25][CH2:26][CH3:27], predict the reaction product. The product is: [CH2:24]([N:28]([CH2:32][CH2:33][CH2:34][CH3:35])[C:29]([N:1]1[C:9]2[CH:8]=[CH:7][CH:6]=[C:5]([C:10]([OH:12])=[O:11])[C:4]=2[CH:3]=[CH:2]1)=[O:30])[CH2:25][CH2:26][CH3:27]. (2) Given the reactants [C:1]([NH:11][C:12]1[CH:17]=[CH:16][CH:15]=[C:14]([F:18])[CH:13]=1)([O:3]CC1C=CC=CC=1)=[O:2].[Li]CCCC.CCCCCC.[Cl-].[NH4+].[O:32]1[CH2:36][CH2:35][CH2:34]C1, predict the reaction product. The product is: [F:18][C:14]1[CH:13]=[C:12]([N:11]2[CH2:34][C@H:35]([CH2:36][OH:32])[O:3][C:1]2=[O:2])[CH:17]=[CH:16][CH:15]=1. (3) Given the reactants [S:1]1[CH:5]=[CH:4][CH:3]=[C:2]1[CH2:6][C:7]([OH:9])=O.[CH3:10][NH:11][C@H:12]1[CH2:31][N:16]2[C:17]3[C:22]([C:23]([CH2:24][C:25]([O:27]CCC)=[O:26])=[C:15]2[CH2:14][CH2:13]1)=[CH:21][CH:20]=[CH:19][CH:18]=3, predict the reaction product. The product is: [CH3:10][N:11]([C:7](=[O:9])[CH2:6][C:2]1[S:1][CH:5]=[CH:4][CH:3]=1)[C@H:12]1[CH2:31][N:16]2[C:17]3[C:22]([C:23]([CH2:24][C:25]([OH:27])=[O:26])=[C:15]2[CH2:14][CH2:13]1)=[CH:21][CH:20]=[CH:19][CH:18]=3. (4) Given the reactants [CH2:1]1[O:5][C@@H:4]2[C@@H:6]([OH:9])[CH2:7][O:8][C@@H:3]2[C@@H:2]1[OH:10].[C:11]([OH:18])(=[O:17])[CH2:12][CH2:13][C:14]([OH:16])=[O:15].C1(C)C=CC=CC=1, predict the reaction product. The product is: [CH2:1]1[O:5][C@@H:4]2[C@@H:6]([OH:9])[CH2:7][O:8][C@@H:3]2[C@@H:2]1[OH:10].[C:11]([OH:18])(=[O:17])[CH2:12][CH2:13][C:14]([OH:16])=[O:15]. (5) Given the reactants [OH:1][C:2]1([C:9]2[CH:14]=[CH:13][C:12]([I:15])=[CH:11][CH:10]=2)[CH2:7][CH2:6][C:5](=O)[CH2:4][CH2:3]1.[NH:16]1[CH2:20][CH2:19][C@@H:18]([NH:21][C:22]([CH2:24][NH:25][C:26](=[O:37])[C:27]2[CH:32]=[CH:31][CH:30]=[C:29]([C:33]([F:36])([F:35])[F:34])[CH:28]=2)=[O:23])[CH2:17]1.[BH-](OC(C)=O)(OC(C)=O)OC(C)=O.[Na+], predict the reaction product. The product is: [OH:1][C:2]1([C:9]2[CH:14]=[CH:13][C:12]([I:15])=[CH:11][CH:10]=2)[CH2:7][CH2:6][CH:5]([N:16]2[CH2:20][CH2:19][C@@H:18]([NH:21][C:22](=[O:23])[CH2:24][NH:25][C:26](=[O:37])[C:27]3[CH:32]=[CH:31][CH:30]=[C:29]([C:33]([F:34])([F:36])[F:35])[CH:28]=3)[CH2:17]2)[CH2:4][CH2:3]1. (6) Given the reactants [CH2:1]([N:3]1[C:11]2[C:6](=[CH:7][CH:8]=[C:9]([O:12][CH3:13])[CH:10]=2)[C:5]([CH:14]=[O:15])=[CH:4]1)[CH3:2].[O-:16][Mn](=O)(=O)=O.[K+].CCOCC, predict the reaction product. The product is: [CH2:1]([N:3]1[C:11]2[C:6](=[CH:7][CH:8]=[C:9]([O:12][CH3:13])[CH:10]=2)[C:5]([C:14]([OH:16])=[O:15])=[CH:4]1)[CH3:2]. (7) Given the reactants [Br:1][C:2]1[CH:3]=[C:4](N)[CH:5]=[CH:6][C:7]=1[Cl:8].N([O-])=O.[Na+].C(N)(=O)C(N)=O.[I-:20].[K+], predict the reaction product. The product is: [Br:1][C:2]1[CH:3]=[C:4]([I:20])[CH:5]=[CH:6][C:7]=1[Cl:8].